This data is from Reaction yield outcomes from USPTO patents with 853,638 reactions. The task is: Predict the reaction yield, written as a fraction of the theoretical maximum amount of product (1.0 means a 100% yield; for example, 0.34 means a 34% yield). (1) The yield is 0.740. The product is [Si:21]([O:20][C:17]1[CH:18]=[CH:19][C:14]([NH:13][C:12]2[NH:8][N:9]=[CH:10][CH:11]=2)=[CH:15][CH:16]=1)([C:24]([CH3:27])([CH3:26])[CH3:25])([CH3:22])[CH3:23]. The catalyst is C(O)C.[OH-].[Pd+2].[OH-]. The reactants are C([N:8]1[C:12]([NH:13][C:14]2[CH:19]=[CH:18][C:17]([O:20][Si:21]([C:24]([CH3:27])([CH3:26])[CH3:25])([CH3:23])[CH3:22])=[CH:16][CH:15]=2)=[CH:11][CH:10]=[N:9]1)C1C=CC=CC=1.C(O)(=O)C.C([O-])=O.[NH4+].C(OCC)(=O)C. (2) The yield is 0.675. The product is [Cl:1][C:2]1[CH:3]=[C:4]2[C:8](=[CH:9][CH:10]=1)[N:7]([CH2:11][C:12]([OH:14])=[O:13])[C:6](=[O:19])[C:5]12[C:23](=[O:24])[N:22]([CH2:25][C:26]2[CH:31]=[C:30]([Cl:32])[CH:29]=[CH:28][C:27]=2[F:33])[C:21](=[O:34])[NH:20]1. The catalyst is C(Cl)Cl. The reactants are [Cl:1][C:2]1[CH:3]=[C:4]2[C:8](=[CH:9][CH:10]=1)[N:7]([CH2:11][C:12]([O:14]C(C)(C)C)=[O:13])[C:6](=[O:19])[C:5]12[C:23](=[O:24])[N:22]([CH2:25][C:26]2[CH:31]=[C:30]([Cl:32])[CH:29]=[CH:28][C:27]=2[F:33])[C:21](=[O:34])[NH:20]1.FC(F)(F)C(O)=O.